The task is: Binary Classification. Given a drug SMILES string, predict its activity (active/inactive) in a high-throughput screening assay against a specified biological target.. This data is from HIV replication inhibition screening data with 41,000+ compounds from the AIDS Antiviral Screen. (1) The drug is O=C(OCCN1CCOCC1)c1cc2ccccc2oc1=O. The result is 0 (inactive). (2) The result is 0 (inactive). The drug is c1csc(-c2csc(-c3cccs3)c2)c1. (3) The molecule is CC(C)c1ccccc1NC(=O)CCc1n[nH]c(=S)o1. The result is 0 (inactive). (4) The result is 0 (inactive). The molecule is COc1cc(OC)c(OC)cc1C=Cc1nccc2ccccc12. (5) The compound is O=C(Nn1cnn2c(=O)c3ccccc3nc2c1=O)c1ccccc1. The result is 0 (inactive). (6) The compound is O=C(c1ccccc1)c1ccc2cccc(O)c2n1. The result is 0 (inactive). (7) The molecule is COC(=O)c1onc(C2OC(C)(C)OC2C(O)COC(c2ccccc2)(c2ccccc2)c2ccccc2)c1C(=O)OC. The result is 0 (inactive).